Dataset: Full USPTO retrosynthesis dataset with 1.9M reactions from patents (1976-2016). Task: Predict the reactants needed to synthesize the given product. The reactants are: [Cl:1][C:2]1[C:7]([F:8])=[CH:6][CH:5]=[C:4]([Cl:9])[C:3]=1[C@H:10]([O:12][C:13]1[C:14]2[O:24][CH:23]=[CH:22][C:15]=2[CH:16]=[N:17][C:18]=1[N+:19]([O-])=O)[CH3:11].Cl. Given the product [Cl:1][C:2]1[C:7]([F:8])=[CH:6][CH:5]=[C:4]([Cl:9])[C:3]=1[C@H:10]([O:12][C:13]1[C:14]2[O:24][CH:23]=[CH:22][C:15]=2[CH:16]=[N:17][C:18]=1[NH2:19])[CH3:11], predict the reactants needed to synthesize it.